This data is from Forward reaction prediction with 1.9M reactions from USPTO patents (1976-2016). The task is: Predict the product of the given reaction. (1) Given the reactants [F:1][C:2]1[C:7]([O:8][CH3:9])=[CH:6][C:5]([O:10][CH3:11])=[C:4]([F:12])[C:3]=1[N:13]1[CH2:18][C:17]2[CH:19]=[N:20][C:21]3[NH:25][C:24](/[CH:26]=[CH:27]/[C:28]4[CH:33]=[CH:32][CH:31]=[CH:30][N:29]=4)=[CH:23][C:22]=3[C:16]=2[N:15]([CH3:34])[C:14]1=[O:35].[H][H], predict the reaction product. The product is: [F:1][C:2]1[C:7]([O:8][CH3:9])=[CH:6][C:5]([O:10][CH3:11])=[C:4]([F:12])[C:3]=1[N:13]1[CH2:18][C:17]2[CH:19]=[N:20][C:21]3[NH:25][C:24]([CH2:26][CH2:27][C:28]4[CH:33]=[CH:32][CH:31]=[CH:30][N:29]=4)=[CH:23][C:22]=3[C:16]=2[N:15]([CH3:34])[C:14]1=[O:35]. (2) Given the reactants [F:1][C:2]1[CH:32]=[CH:31][C:5]([CH2:6][NH:7][C:8]([C:10]2[N:11]=[C:12]3[N:17]([C:18](=[O:28])[C:19]=2[O:20][CH2:21][C:22]2[CH:27]=[CH:26][CH:25]=[CH:24][CH:23]=2)[CH2:16][CH2:15][O:14][C:13]3([CH3:30])[CH3:29])=[O:9])=[C:4](I)[CH:3]=1.C1(P(C2C=CC=CC=2)C2C=CC=CC=2)C=CC=CC=1.[CH3:53][Si:54]([C:57]#[CH:58])([CH3:56])[CH3:55], predict the reaction product. The product is: [F:1][C:2]1[CH:32]=[CH:31][C:5]([CH2:6][NH:7][C:8]([C:10]2[N:11]=[C:12]3[N:17]([C:18](=[O:28])[C:19]=2[O:20][CH2:21][C:22]2[CH:27]=[CH:26][CH:25]=[CH:24][CH:23]=2)[CH2:16][CH2:15][O:14][C:13]3([CH3:30])[CH3:29])=[O:9])=[C:4]([C:58]#[C:57][Si:54]([CH3:56])([CH3:55])[CH3:53])[CH:3]=1. (3) Given the reactants Cl.[NH2:2][C:3]([NH2:5])=[NH:4].C[O-].[Na+].[C:9]([NH:12][C:13]1[S:14][CH:15]=[C:16]([CH2:18][CH2:19][C:20]2[S:24][C:23]([CH2:25][C:26](OC)=[O:27])=[CH:22][CH:21]=2)[N:17]=1)(=[O:11])[CH3:10], predict the reaction product. The product is: [C:9]([NH:12][C:13]1[S:14][CH:15]=[C:16]([CH2:18][CH2:19][C:20]2[S:24][C:23]([CH2:25][C:26]([NH:4][C:3]([NH2:5])=[NH:2])=[O:27])=[CH:22][CH:21]=2)[N:17]=1)(=[O:11])[CH3:10]. (4) Given the reactants C(O[C:4](=O)[CH2:5][CH2:6][NH:7][C:8]1[CH:13]=[C:12](C)[CH:11]=[C:10]([CH3:15])[CH:9]=1)C.[H-].[H-].[H-].[H-].[Li+].[Al+3].[OH2:23].C(Cl)Cl.[CH3:27]O, predict the reaction product. The product is: [CH3:27][CH2:4][CH2:5][CH:6]([NH:7][C:8]1[CH:9]=[C:10]([CH3:15])[CH:11]=[CH:12][CH:13]=1)[OH:23]. (5) Given the reactants [Cl:1][C:2]1[CH:11]=[CH:10][C:9]2[N:8]=[C:7]([CH3:12])[CH:6]=[CH:5][C:4]=2[C:3]=1[C:13]([OH:15])=O.[C:16](Cl)(=O)[C:17](Cl)=O.Cl, predict the reaction product. The product is: [ClH:1].[Cl:1][C:2]1[CH:11]=[CH:10][C:9]2[N:8]=[C:7]([CH3:12])[CH:6]=[CH:5][C:4]=2[C:3]=1[C:13]([NH:8][CH2:7][C@@H:6]([C:17]1[CH:16]=[CH:4][CH:3]=[CH:2][CH:11]=1)[CH3:5])=[O:15]. (6) Given the reactants I(O)(=O)(=O)=[O:2].[C:6]([CH2:10][C:11]([CH2:14][OH:15])([F:13])[F:12])([F:9])([F:8])[F:7], predict the reaction product. The product is: [F:12][C:11]([F:13])([CH2:10][C:6]([F:9])([F:8])[F:7])[C:14]([OH:2])=[O:15].